From a dataset of Catalyst prediction with 721,799 reactions and 888 catalyst types from USPTO. Predict which catalyst facilitates the given reaction. (1) Reactant: [F:1][C:2](=[CH2:7])[C:3]([O:5][CH3:6])=[O:4].[CH2:8]([N:15]([CH2:19][Si](C)(C)C)[CH2:16]OC)[C:9]1[CH:14]=[CH:13][CH:12]=[CH:11][CH:10]=1.C(O)(C(F)(F)F)=O. Product: [CH2:8]([N:15]1[CH2:16][CH2:7][C:2]([F:1])([C:3]([O:5][CH3:6])=[O:4])[CH2:19]1)[C:9]1[CH:10]=[CH:11][CH:12]=[CH:13][CH:14]=1. The catalyst class is: 2. (2) Product: [OH:24][CH2:23][CH2:22][C:18]1[CH:19]=[C:20]([CH3:21])[C:11]([CH3:10])=[C:12]([CH:17]=1)[C:13]([O:15][CH3:16])=[O:14]. Reactant: B1C2CCCC1CCC2.[CH3:10][C:11]1[C:20]([CH3:21])=[CH:19][C:18]([CH:22]=[CH2:23])=[CH:17][C:12]=1[C:13]([O:15][CH3:16])=[O:14].[OH:24]O.[OH-].[Na+]. The catalyst class is: 90. (3) Reactant: C[O:2][C:3]1[CH:26]=[CH:25][C:6]2[C:7]([CH2:10][CH2:11][CH:12]3[CH2:17][CH2:16][N:15]([CH2:18][C:19]4[CH:24]=[CH:23][CH:22]=[CH:21][CH:20]=4)[CH2:14][CH2:13]3)=[N:8][O:9][C:5]=2[CH:4]=1.C([O-])(O)=O.[Na+]. Product: [OH:2][C:3]1[CH:26]=[CH:25][C:6]2[C:7]([CH2:10][CH2:11][CH:12]3[CH2:13][CH2:14][N:15]([CH2:18][C:19]4[CH:24]=[CH:23][CH:22]=[CH:21][CH:20]=4)[CH2:16][CH2:17]3)=[N:8][O:9][C:5]=2[CH:4]=1. The catalyst class is: 201. (4) Reactant: [NH:1]1[C:9]2[C:4](=[CH:5][C:6]([NH:10][C:11]3[CH:16]=[CH:15][N:14]=[C:13]([C:17]4[CH:18]=[C:19]([CH:24]=[CH:25][CH:26]=4)[C:20]([O:22]C)=[O:21])[N:12]=3)=[CH:7][CH:8]=2)[CH:3]=[N:2]1.[OH-].[Na+]. Product: [NH:1]1[C:9]2[C:4](=[CH:5][C:6]([NH:10][C:11]3[CH:16]=[CH:15][N:14]=[C:13]([C:17]4[CH:18]=[C:19]([CH:24]=[CH:25][CH:26]=4)[C:20]([OH:22])=[O:21])[N:12]=3)=[CH:7][CH:8]=2)[CH:3]=[N:2]1. The catalyst class is: 12.